This data is from Forward reaction prediction with 1.9M reactions from USPTO patents (1976-2016). The task is: Predict the product of the given reaction. (1) Given the reactants C(OC(=O)[NH:7][C@@H:8]1[CH2:10][C@H:9]1[C:11]1[CH:16]=[CH:15][C:14]([NH:17][C:18]([C:20]2[CH:25]=[CH:24][CH:23]=[C:22]([N:26]3[CH2:31][CH2:30][CH2:29][CH2:28][C:27]3=[O:32])[CH:21]=2)=[O:19])=[CH:13][CH:12]=1)(C)(C)C.[ClH:34].C(OCC)(=O)C, predict the reaction product. The product is: [ClH:34].[NH2:7][C@@H:8]1[CH2:10][C@H:9]1[C:11]1[CH:16]=[CH:15][C:14]([NH:17][C:18](=[O:19])[C:20]2[CH:25]=[CH:24][CH:23]=[C:22]([N:26]3[CH2:31][CH2:30][CH2:29][CH2:28][C:27]3=[O:32])[CH:21]=2)=[CH:13][CH:12]=1. (2) The product is: [O:1]=[C:2]1[CH2:6][CH2:5][C@H:4](/[CH:7]=[CH:8]/[CH2:9][C@:10]([OH:19])([CH3:18])[CH2:11][CH2:12][C:13]([F:17])=[C:14]([F:15])[F:16])[C@H:3]1[CH2:20][CH2:21][S:22][C:23]1[S:24][CH:25]=[C:26]([C:28]([OH:30])=[O:29])[N:27]=1. Given the reactants [O:1]=[C:2]1[CH2:6][CH2:5][C@H:4](/[CH:7]=[CH:8]/[CH2:9][C@:10]([OH:19])([CH3:18])[CH2:11][CH2:12][C:13]([F:17])=[C:14]([F:16])[F:15])[C@H:3]1[CH2:20][CH2:21][S:22][C:23]1[S:24][CH:25]=[C:26]([C:28]([O:30]C)=[O:29])[N:27]=1.[OH-].[Li+].S([O-])(O)(=O)=O.[K+], predict the reaction product. (3) The product is: [ClH:39].[F:38][CH:2]([F:1])[O:3][C:4]1[CH:9]=[CH:8][C:7]([N:10]2[C:14]([CH3:15])=[C:13]([C:16]([NH:18][C:19]3[CH:24]=[CH:23][C:22]([C@@H:25]4[O:30][CH2:29][CH2:28][NH:27][CH2:26]4)=[CH:21][CH:20]=3)=[O:17])[CH:12]=[N:11]2)=[CH:6][CH:5]=1. Given the reactants [F:1][CH:2]([F:38])[O:3][C:4]1[CH:9]=[CH:8][C:7]([N:10]2[C:14]([CH3:15])=[C:13]([C:16]([NH:18][C:19]3[CH:24]=[CH:23][C:22]([C@@H:25]4[O:30][CH2:29][CH2:28][N:27](C(OC(C)(C)C)=O)[CH2:26]4)=[CH:21][CH:20]=3)=[O:17])[CH:12]=[N:11]2)=[CH:6][CH:5]=1.[ClH:39], predict the reaction product. (4) The product is: [CH3:24][O:23][C:21](=[O:22])[CH2:20][O:10][C:7]1[CH:8]=[CH:9][C:4]([CH:1]2[CH2:3][CH2:2]2)=[CH:5][CH:6]=1. Given the reactants [CH:1]1([C:4]2[CH:9]=[CH:8][C:7]([OH:10])=[CH:6][CH:5]=2)[CH2:3][CH2:2]1.[I-].[K+].C(=O)([O-])[O-].[Na+].[Na+].Br[CH2:20][C:21]([O:23][CH3:24])=[O:22], predict the reaction product.